This data is from Reaction yield outcomes from USPTO patents with 853,638 reactions. The task is: Predict the reaction yield, written as a fraction of the theoretical maximum amount of product (1.0 means a 100% yield; for example, 0.34 means a 34% yield). (1) The reactants are [CH3:1][CH:2]([CH3:21])[C:3]([C:6]1[C:7]([C:15]2[CH:20]=[CH:19][CH:18]=[CH:17][CH:16]=2)=[N:8][N:9]2[CH:14]=[CH:13][CH:12]=[CH:11][C:10]=12)=[N:4][OH:5].C[Si]([N:26]=[C:27]=[O:28])(C)C.N1C=CC=CC=1. The catalyst is C1COCC1. The product is [C:27]([O:5][N:4]=[C:3]([C:6]1[C:7]([C:15]2[CH:20]=[CH:19][CH:18]=[CH:17][CH:16]=2)=[N:8][N:9]2[CH:14]=[CH:13][CH:12]=[CH:11][C:10]=12)[CH:2]([CH3:21])[CH3:1])(=[O:28])[NH2:26]. The yield is 0.663. (2) The reactants are [I:1][C:2]1[CH:7]=[C:6]([CH3:8])[C:5]([CH3:9])=[CH:4][C:3]=1[OH:10].Cl[C:12]1[C:21]2[C:16](=[CH:17][C:18]([O:24][CH3:25])=[C:19]([O:22][CH3:23])[CH:20]=2)[N:15]=[CH:14][CH:13]=1. The catalyst is CN(C)C1C=CN=CC=1.ClC1C=CC=CC=1Cl. The product is [I:1][C:2]1[CH:7]=[C:6]([CH3:8])[C:5]([CH3:9])=[CH:4][C:3]=1[O:10][C:12]1[C:21]2[C:16](=[CH:17][C:18]([O:24][CH3:25])=[C:19]([O:22][CH3:23])[CH:20]=2)[N:15]=[CH:14][CH:13]=1. The yield is 0.500. (3) The reactants are C[O:2][C:3]([C:5]1([C:8]2[CH:9]=[CH:10][C:11]3[O:15][C:14](=[O:16])[NH:13][C:12]=3[CH:17]=2)[CH2:7][CH2:6]1)=[O:4].O[Li].O. The catalyst is CO.O. The product is [O:16]=[C:14]1[NH:13][C:12]2[CH:17]=[C:8]([C:5]3([C:3]([OH:4])=[O:2])[CH2:7][CH2:6]3)[CH:9]=[CH:10][C:11]=2[O:15]1. The yield is 0.840.